The task is: Regression. Given a peptide amino acid sequence and an MHC pseudo amino acid sequence, predict their binding affinity value. This is MHC class I binding data.. This data is from Peptide-MHC class I binding affinity with 185,985 pairs from IEDB/IMGT. The peptide sequence is ATTFVTPMLR. The MHC is HLA-A11:01 with pseudo-sequence HLA-A11:01. The binding affinity (normalized) is 0.579.